From a dataset of Full USPTO retrosynthesis dataset with 1.9M reactions from patents (1976-2016). Predict the reactants needed to synthesize the given product. (1) Given the product [ClH:40].[F:32][C:26]1[CH:27]=[C:28]([F:31])[CH:29]=[CH:30][C:25]=1[N:24]1[CH:20]([C:18]2[CH:19]=[C:14]([N:11]3[CH2:12][CH2:13][NH:8][CH2:9][CH2:10]3)[CH:15]=[N:16][CH:17]=2)[CH2:21][C:22]([C:33]([F:39])([F:38])[C:34]([F:35])([F:36])[F:37])=[N:23]1, predict the reactants needed to synthesize it. The reactants are: C([N:8]1[CH2:13][CH2:12][N:11]([C:14]2[CH:15]=[N:16][CH:17]=[C:18]([CH:20]3[N:24]([C:25]4[CH:30]=[CH:29][C:28]([F:31])=[CH:27][C:26]=4[F:32])[N:23]=[C:22]([C:33]([F:39])([F:38])[C:34]([F:37])([F:36])[F:35])[CH2:21]3)[CH:19]=2)[CH2:10][CH2:9]1)(OC(C)(C)C)=O.[ClH:40]. (2) Given the product [BrH:26].[CH3:21][C:17]1[C:16]2[N:12]([CH:9]3[CH2:10][CH2:11][NH:6][CH2:7][CH2:8]3)[C:13](=[O:22])[NH:14][C:15]=2[CH:20]=[CH:19][CH:18]=1, predict the reactants needed to synthesize it. The reactants are: C(OC([N:6]1[CH2:11][CH2:10][CH:9]([N:12]2[C:16]3[C:17]([CH3:21])=[CH:18][CH:19]=[CH:20][C:15]=3[NH:14][C:13]2=[O:22])[CH2:8][CH2:7]1)=O)C.C(O)C.[BrH:26]. (3) The reactants are: [CH3:1][C:2]1[NH:3][C:4]2[C:9]([C:10]=1[CH3:11])=[CH:8][CH:7]=[CH:6][C:5]=2[N+:12]([O-])=O.NC1C2N=C(CO)NC=2C=CC=1. Given the product [CH3:1][C:2]1[NH:3][C:4]2[C:9]([C:10]=1[CH3:11])=[CH:8][CH:7]=[CH:6][C:5]=2[NH2:12], predict the reactants needed to synthesize it.